Dataset: Catalyst prediction with 721,799 reactions and 888 catalyst types from USPTO. Task: Predict which catalyst facilitates the given reaction. (1) Reactant: [Cl:1][C:2]1[CH:3]=[C:4]2[N:11]=[C:10]([O:12][C@H:13]3[C@H:17]4[O:18][CH2:19][C@@H:20]([OH:21])[C@H:16]4[O:15][CH2:14]3)[N:9]([CH2:22][O:23][CH2:24][CH2:25][Si:26]([CH3:29])([CH3:28])[CH3:27])[C:5]2=[N:6][C:7]=1I.[B:30]1([C:39]2[CH:44]=[CH:43][C:42](B3OC(C)(C)C(C)(C)O3)=[CH:41][CH:40]=2)[O:34][C:33]([CH3:36])([CH3:35])[C:32]([CH3:38])([CH3:37])[O:31]1.C([O-])([O-])=O.[Na+].[Na+]. Product: [Cl:1][C:2]1[CH:3]=[C:4]2[N:11]=[C:10]([O:12][C@H:13]3[C@H:17]4[O:18][CH2:19][C@@H:20]([OH:21])[C@H:16]4[O:15][CH2:14]3)[N:9]([CH2:22][O:23][CH2:24][CH2:25][Si:26]([CH3:29])([CH3:28])[CH3:27])[C:5]2=[N:6][C:7]=1[C:42]1[CH:43]=[CH:44][C:39]([B:30]2[O:34][C:33]([CH3:36])([CH3:35])[C:32]([CH3:38])([CH3:37])[O:31]2)=[CH:40][CH:41]=1. The catalyst class is: 12. (2) Reactant: [Cl:1][C:2]1[CH:29]=[CH:28][C:5]([C:6]([NH:8][CH:9]([C:22]2[CH:27]=[CH:26][CH:25]=[CH:24][CH:23]=2)[CH2:10][CH2:11][CH2:12][CH2:13][NH:14]C(=O)OC(C)(C)C)=[O:7])=[CH:4][C:3]=1[NH:30][C:31]([C:33]1[C:44](=[O:45])[NH:43][C:36]2[N:37]=[C:38]([O:41][CH3:42])[N:39]=[CH:40][C:35]=2[CH:34]=1)=[O:32].FC(F)(F)C(O)=O. Product: [NH2:14][CH2:13][CH2:12][CH2:11][CH2:10][CH:9]([NH:8][C:6]([C:5]1[CH:28]=[CH:29][C:2]([Cl:1])=[C:3]([NH:30][C:31]([C:33]2[C:44](=[O:45])[NH:43][C:36]3[N:37]=[C:38]([O:41][CH3:42])[N:39]=[CH:40][C:35]=3[CH:34]=2)=[O:32])[CH:4]=1)=[O:7])[C:22]1[CH:27]=[CH:26][CH:25]=[CH:24][CH:23]=1. The catalyst class is: 4. (3) Reactant: [C:1]([O:5][C:6]([N:8]1[CH:13]([CH2:14][CH3:15])[CH2:12][CH2:11][CH2:10][CH:9]1[CH:16]([OH:40])[C@@H:17]([N:25](CC1C=CC=CC=1)CC1C=CC=CC=1)[CH2:18][C:19]1[CH:24]=[CH:23][CH:22]=[CH:21][CH:20]=1)=[O:7])([CH3:4])([CH3:3])[CH3:2].[H][H]. Product: [C:1]([O:5][C:6]([N:8]1[CH:13]([CH2:14][CH3:15])[CH2:12][CH2:11][CH2:10][CH:9]1[CH:16]([OH:40])[C@@H:17]([NH2:25])[CH2:18][C:19]1[CH:20]=[CH:21][CH:22]=[CH:23][CH:24]=1)=[O:7])([CH3:2])([CH3:3])[CH3:4]. The catalyst class is: 293. (4) Reactant: [CH3:1][O:2][N:3]([CH3:18])[C:4]1[N:9]=[C:8]([NH:10][CH2:11][CH2:12][CH3:13])[N:7]=[C:6]([NH:14][CH2:15][C:16]#[CH:17])[N:5]=1.[C:19]([OH:29])(=[O:28])[CH:20]([C:22]1[CH:27]=[CH:26][CH:25]=[CH:24][CH:23]=1)[OH:21]. Product: [C:19]([OH:29])(=[O:28])[CH:20]([C:22]1[CH:27]=[CH:26][CH:25]=[CH:24][CH:23]=1)[OH:21].[CH3:1][O:2][N:3]([CH3:18])[C:4]1[N:5]=[C:6]([NH:14][CH2:15][CH2:16][CH3:17])[N:7]=[C:8]([NH:10][CH2:11][C:12]#[CH:13])[N:9]=1. The catalyst class is: 310. (5) Reactant: [Cl:1][C:2]1[C:3]([F:19])=[C:4]([O:8][C:9](=[O:18])[NH:10][CH2:11][C@@H:12]2[CH2:17][C@@H:16]3[C@@H:14]([CH2:15]3)[NH:13]2)[CH:5]=[CH:6][CH:7]=1.ClC1C(F)=C(OC(=O)NC[C@@H]2C[C@@H]3[C@@H](C3)N2C(=O)NC2C3C(=CC=CC=3)N(C(=O)N)C=2)C=CC=1.CN(C(ON1N=NC2C=CC=CC1=2)=[N+](C)C)C.F[P-](F)(F)(F)(F)F.CCN(C(C)C)C(C)C.[C:87]([C:90]1[C:98]2[C:93](=[CH:94][CH:95]=[CH:96][CH:97]=2)[N:92]([CH2:99][C:100](O)=[O:101])[CH:91]=1)(=[O:89])[CH3:88]. Product: [Cl:1][C:2]1[C:3]([F:19])=[C:4]([O:8][C:9](=[O:18])[NH:10][CH2:11][C@@H:12]2[CH2:17][C@@H:16]3[C@@H:14]([CH2:15]3)[N:13]2[C:100](=[O:101])[CH2:99][N:92]2[C:93]3[C:98](=[CH:97][CH:96]=[CH:95][CH:94]=3)[C:90]([C:87](=[O:89])[CH3:88])=[CH:91]2)[CH:5]=[CH:6][CH:7]=1. The catalyst class is: 1. (6) Reactant: [Cl:1][C:2]1[CH:7]=[C:6](F)[C:5]([F:9])=[CH:4][C:3]=1[S:10]([NH2:13])(=[O:12])=[O:11].[O:14]1[CH2:19][CH2:18][CH:17]([CH2:20][NH2:21])[CH2:16][CH2:15]1.C(N(CC)C(C)C)(C)C. Product: [Cl:1][C:2]1[CH:7]=[C:6]([NH:21][CH2:20][CH:17]2[CH2:18][CH2:19][O:14][CH2:15][CH2:16]2)[C:5]([F:9])=[CH:4][C:3]=1[S:10]([NH2:13])(=[O:12])=[O:11]. The catalyst class is: 12. (7) Reactant: [NH2:1][C:2]1[C:10]2[C:5](=[CH:6][CH:7]=[C:8]([NH2:11])[CH:9]=2)[NH:4][N:3]=1.N1C=CC=CC=1.[F:18][C:19]1[CH:24]=[CH:23][CH:22]=[C:21]([F:25])[C:20]=1[S:26](Cl)(=[O:28])=[O:27]. Product: [NH2:1][C:2]1[C:10]2[C:5](=[CH:6][CH:7]=[C:8]([NH:11][S:26]([C:20]3[C:21]([F:25])=[CH:22][CH:23]=[CH:24][C:19]=3[F:18])(=[O:28])=[O:27])[CH:9]=2)[NH:4][N:3]=1. The catalyst class is: 7.